This data is from Reaction yield outcomes from USPTO patents with 853,638 reactions. The task is: Predict the reaction yield, written as a fraction of the theoretical maximum amount of product (1.0 means a 100% yield; for example, 0.34 means a 34% yield). (1) The reactants are [Br:1][C:2]1[N:3]=C(C=O)NC=1.[C:9]([O-:12])([O-])=O.[Cs+].[Cs+].[F:15][C:16]([F:26])([F:25])S(OCC(F)F)(=O)=O.[CH3:27][N:28]([CH:30]=O)[CH3:29]. The catalyst is O. The product is [Br:1][C:2]1[N:3]=[C:27]([CH:9]=[O:12])[N:28]([CH2:30][C:16]([F:26])([F:25])[F:15])[CH:29]=1. The yield is 0.680. (2) The product is [F:1][C:2]1[CH:3]=[C:4]([N:9]2[CH2:13][CH:12]([CH2:14][O:15][C:19]3[CH:20]=[CH:21][O:17][N:18]=3)[O:11][C:10]2=[O:16])[CH:5]=[CH:6][C:7]=1[I:8]. The catalyst is C1COCC1. The yield is 0.840. The reactants are [F:1][C:2]1[CH:3]=[C:4]([N:9]2[CH2:13][CH:12]([CH2:14][OH:15])[O:11][C:10]2=[O:16])[CH:5]=[CH:6][C:7]=1[I:8].[O:17]1[CH:21]=[CH:20][C:19](O)=[N:18]1.C1(P(C2C=CC=CC=2)C2C=CC=CC=2)C=CC=CC=1.N(C(OC(C)C)=O)=NC(OC(C)C)=O. (3) The reactants are [K].[CH3:2][CH:3]([CH3:5])[O-:4].[K+].Br[C:8]1[CH:9]=[N:10][CH:11]=[C:12]([Br:14])[CH:13]=1. The catalyst is CC(O)C.[Cu]. The product is [Br:14][C:12]1[CH:13]=[C:8]([O:4][CH:3]([CH3:5])[CH3:2])[CH:9]=[N:10][CH:11]=1. The yield is 0.712. (4) The reactants are OC(C(F)(F)F)=O.[CH3:8][N:9]([CH3:29])[C@H:10]([C:22]1[CH:27]=[CH:26][CH:25]=[CH:24][C:23]=1[F:28])[C:11]([O:13][C@H](C1C=CC=CC=1)C)=[O:12]. The catalyst is C(O)C.[OH-].[OH-].[Pd+2]. The product is [CH3:8][N:9]([CH3:29])[C@H:10]([C:22]1[CH:27]=[CH:26][CH:25]=[CH:24][C:23]=1[F:28])[C:11]([OH:13])=[O:12]. The yield is 0.980.